Dataset: Catalyst prediction with 721,799 reactions and 888 catalyst types from USPTO. Task: Predict which catalyst facilitates the given reaction. (1) Reactant: Cl.[CH3:2][O:3][C:4]([C@@:6]1(C)[CH2:10][CH2:9][CH2:8][NH:7]1)=[O:5].C1(C)C=CC(S(O)(=O)=O)=CC=1.[N:23]([O-])=[O:24].[Na+]. Product: [CH3:2][O:3][C:4]([C@@H:6]1[CH2:10][CH2:9][CH2:8][N:7]1[N:23]=[O:24])=[O:5]. The catalyst class is: 4. (2) Reactant: [Br:1][C:2]1[N:3]([CH:21]2[CH2:23][CH2:22]2)[C:4]([C:16]([O:18][CH2:19][CH3:20])=[O:17])=[C:5]([CH:7]([C:9]2[CH:14]=[CH:13][C:12]([Cl:15])=[CH:11][CH:10]=2)O)[N:6]=1.CS(OS(C)(=O)=O)(=O)=O.[CH3:33][C:34]1[N:38]2[CH:39]=[C:40]([NH2:44])[CH:41]=[C:42]([CH3:43])[C:37]2=[N:36][N:35]=1. Product: [Br:1][C:2]1[N:3]([CH:21]2[CH2:23][CH2:22]2)[C:4]([C:16]([O:18][CH2:19][CH3:20])=[O:17])=[C:5]([CH:7]([C:9]2[CH:14]=[CH:13][C:12]([Cl:15])=[CH:11][CH:10]=2)[NH:44][C:40]2[CH:41]=[C:42]([CH3:43])[C:37]3[N:38]([C:34]([CH3:33])=[N:35][N:36]=3)[CH:39]=2)[N:6]=1. The catalyst class is: 2. (3) Reactant: [NH2:1][CH2:2][C:3]1[CH:4]=[C:5]([N:9]2[C:13]([C:14]([O:16][CH2:17][CH3:18])=[O:15])=[CH:12][C:11]([C:19]([F:22])([F:21])[F:20])=[N:10]2)[CH:6]=[CH:7][CH:8]=1.C(N)(=O)[CH2:24][CH2:25][C:26](N)=[O:27].[C:31](N[C@H](C(O)=O)C)([O:33][C:34]([CH3:37])([CH3:36])[CH3:35])=[O:32].C(N(CC)CC)C. Product: [C:34]([O:33][C:31]([C@@H:25]([CH3:24])[C:26]([NH:1][CH2:2][C:3]1[CH:4]=[C:5]([N:9]2[C:13]([C:14]([O:16][CH2:17][CH3:18])=[O:15])=[CH:12][C:11]([C:19]([F:21])([F:22])[F:20])=[N:10]2)[CH:6]=[CH:7][CH:8]=1)=[O:27])=[O:32])([CH3:37])([CH3:36])[CH3:35]. The catalyst class is: 2. (4) Product: [ClH:56].[ClH:56].[CH3:1][O:2][C:3](=[O:55])[C@H:4]([N:41]1[CH2:45][CH2:44][C@H:43]([NH2:46])[C:42]1=[O:54])[CH2:5][C:6]1[CH:7]=[C:8]2[C:13](=[CH:14][C:15]=1[O:16][C:17]([F:19])([F:20])[F:18])[C:12]([NH2:21])=[N:11][CH:10]=[CH:9]2. The catalyst class is: 2. Reactant: [CH3:1][O:2][C:3](=[O:55])[C@H:4]([N:41]1[CH2:45][CH2:44][C@H:43]([NH:46]C(OC(C)(C)C)=O)[C:42]1=[O:54])[CH2:5][C:6]1[CH:7]=[C:8]2[C:13](=[CH:14][C:15]=1[O:16][C:17]([F:20])([F:19])[F:18])[C:12]([NH:21]C(C1C=CC=CC=1)(C1C=CC=CC=1)C1C=CC=CC=1)=[N:11][CH:10]=[CH:9]2.[ClH:56]. (5) Reactant: [F:1][C:2]1[CH:3]=[C:4]2[C:12](=[CH:13][CH:14]=1)[N:11]([CH2:15][CH2:16][CH2:17][CH2:18][CH2:19][C:20]([O:22][CH2:23][CH3:24])=[O:21])[C:10]1[CH2:9][CH2:8][C:7](=[CH2:25])[C:6](=[O:26])[C:5]2=1.[CH3:27][CH:28]1[O:33][CH:32]([CH3:34])[CH2:31][NH:30][CH2:29]1. Product: [CH3:34][CH:32]1[CH2:31][N:30]([CH2:25][CH:7]2[C:6](=[O:26])[C:5]3[C:4]4[C:12](=[CH:13][CH:14]=[C:2]([F:1])[CH:3]=4)[N:11]([CH2:15][CH2:16][CH2:17][CH2:18][CH2:19][C:20]([O:22][CH2:23][CH3:24])=[O:21])[C:10]=3[CH2:9][CH2:8]2)[CH2:29][CH:28]([CH3:27])[O:33]1. The catalyst class is: 11. (6) Reactant: [Br:1][C:2]1[CH:7]=[CH:6][C:5]([OH:8])=[CH:4][C:3]=1[F:9].OS(O)(=O)=O.[N+:15]([O-])([OH:17])=[O:16].O. Product: [Br:1][C:2]1[C:3]([F:9])=[CH:4][C:5]([OH:8])=[C:6]([N+:15]([O-:17])=[O:16])[CH:7]=1. The catalyst class is: 2.